Dataset: Full USPTO retrosynthesis dataset with 1.9M reactions from patents (1976-2016). Task: Predict the reactants needed to synthesize the given product. (1) Given the product [CH3:39][O:38][C:36]([C:33]1[CH:32]=[N:31][C:30]([O:8][C:6]2[CH:5]=[CH:4][C:3]([CH:9]([CH3:28])[C:10]([OH:15])([C:16]3[CH:17]=[CH:18][C:19]4[O:24][CH2:23][C:22](=[O:25])[N:21]([CH3:26])[C:20]=4[CH:27]=3)[C:11]([F:12])([F:13])[F:14])=[C:2]([Cl:1])[CH:7]=2)=[CH:35][N:34]=1)=[O:37], predict the reactants needed to synthesize it. The reactants are: [Cl:1][C:2]1[CH:7]=[C:6]([OH:8])[CH:5]=[CH:4][C:3]=1[CH:9]([CH3:28])[C:10]([C:16]1[CH:17]=[CH:18][C:19]2[O:24][CH2:23][C:22](=[O:25])[N:21]([CH3:26])[C:20]=2[CH:27]=1)([OH:15])[C:11]([F:14])([F:13])[F:12].Cl[C:30]1[N:31]=[CH:32][C:33]([C:36]([O:38][CH3:39])=[O:37])=[N:34][CH:35]=1.C1N2CCN(CC2)C1. (2) Given the product [Br:8][C:6]1[N:7]=[C:2]2[CH2:17][CH2:16][C:15](=[O:14])[NH:10][C:3]2=[N:4][C:5]=1[Cl:9], predict the reactants needed to synthesize it. The reactants are: Br[C:2]1[C:3]([NH2:10])=[N:4][C:5]([Cl:9])=[C:6]([Br:8])[N:7]=1.[Br-].C([O:14][C:15](=O)[CH2:16][CH2:17][Zn+])C.